Dataset: HIV replication inhibition screening data with 41,000+ compounds from the AIDS Antiviral Screen. Task: Binary Classification. Given a drug SMILES string, predict its activity (active/inactive) in a high-throughput screening assay against a specified biological target. (1) The drug is Clc1ccc(CNc2nc3ccccc3nc2-c2cccs2)c(Cl)c1. The result is 0 (inactive). (2) The result is 0 (inactive). The drug is NC(=O)Cc1nc2c(N)ncnc2n1C1OC(CO)C(O)C1O. (3) The drug is Cc1cc(C)nc(NS(=O)(=O)c2ccc(Nc3c4ccccc4nc4c(C(=O)NCCO)cccc34)cc2)n1. The result is 0 (inactive). (4) The result is 0 (inactive). The compound is COC(=O)C(=O)C(C(=O)C(=O)Nc1ccc(C)cc1C)c1nc2ccc(Cl)cc2nc1O. (5) The molecule is N#C[c-]1c(=O)n(O)c2ccccc2[n+]1=O. The result is 0 (inactive). (6) The molecule is S=C1C(=Nc2ccccc2)N(c2ccccc2)C(=Nc2ccccn2)N1c1ccccc1. The result is 0 (inactive).